From a dataset of Reaction yield outcomes from USPTO patents with 853,638 reactions. Predict the reaction yield, written as a fraction of the theoretical maximum amount of product (1.0 means a 100% yield; for example, 0.34 means a 34% yield). (1) The reactants are [C:1]([C:3]1[CH:4]=[C:5]([C:16]([O:18][CH3:19])=[O:17])[C:6]2[C:7]([CH3:15])=[CH:8][N:9]([CH:12]([CH3:14])[CH3:13])[C:10]=2[CH:11]=1)#[N:2].[N:20]([Si](C)(C)C)=[N+:21]=[N-:22].O.O.O.[F-].C([N+](CCCC)(CCCC)CCCC)CCC.CO.C(Cl)Cl. The catalyst is CCOC(C)=O.CC(O)=O. The product is [CH:12]([N:9]1[C:10]2[CH:11]=[C:3]([C:1]3[NH:22][N:21]=[N:20][N:2]=3)[CH:4]=[C:5]([C:16]([O:18][CH3:19])=[O:17])[C:6]=2[C:7]([CH3:15])=[CH:8]1)([CH3:14])[CH3:13]. The yield is 0.480. (2) The reactants are [CH2:1]([O:5][C:6]1[CH:7]=[C:8]2[C:12](=[CH:13][CH:14]=1)[N:11](C1CCCCO1)[N:10]=[C:9]2[CH:21]=[O:22])[CH:2]([CH3:4])[CH3:3]. The catalyst is Cl.C(O)C.O1CCOCC1. The product is [CH2:1]([O:5][C:6]1[CH:7]=[C:8]2[C:12](=[CH:13][CH:14]=1)[NH:11][N:10]=[C:9]2[CH:21]=[O:22])[CH:2]([CH3:4])[CH3:3]. The yield is 0.610. (3) The reactants are [Cl:1][C:2]1[CH:7]=[C:6]([NH:8][C:9]2[CH:10]=[C:11]([CH:15]=[CH:16][CH:17]=2)C(O)=O)[C:5]([Cl:18])=[CH:4][N:3]=1.CN(C)CCCN=C=NCC.ON1C2C=CC=CC=2N=N1.[O:40]([CH3:42])[NH2:41].[CH3:43][O:44]N.C(N(C(C)C)CC)(C)C.C([O-])(O)=O.[Na+]. The catalyst is CN(C)C=O.C(Cl)Cl. The product is [Cl:1][C:2]1[CH:7]=[C:6]([NH:8][C:9]2[CH:17]=[CH:16][CH:15]=[CH:11][C:10]=2[C:43]([NH:41][O:40][CH3:42])=[O:44])[C:5]([Cl:18])=[CH:4][N:3]=1. The yield is 0.580. (4) The reactants are [OH:1][CH2:2][C:3]1[CH2:8][N:7]([C:9]([O:11][C:12]([CH3:15])([CH3:14])[CH3:13])=[O:10])[CH2:6][CH2:5][CH:4]=1. The catalyst is ClCCl.O=[Mn]=O. The product is [CH:2]([C:3]1[CH2:8][N:7]([C:9]([O:11][C:12]([CH3:15])([CH3:14])[CH3:13])=[O:10])[CH2:6][CH2:5][CH:4]=1)=[O:1]. The yield is 0.940. (5) The reactants are [Cl:1][C:2]1[CH:7]=[C:6](Cl)[CH:5]=[C:4]([Cl:9])[N:3]=1.[CH:10]1([C:14]#[N:15])[CH2:13][CH2:12][CH2:11]1.C[Si]([N-][Si](C)(C)C)(C)C.[Li+]. The catalyst is C1COCC1. The product is [Cl:1][C:2]1[CH:7]=[C:6]([C:10]2([C:14]#[N:15])[CH2:13][CH2:12][CH2:11]2)[CH:5]=[C:4]([Cl:9])[N:3]=1. The yield is 0.760. (6) The reactants are [Cl:1][C:2]1[CH:7]=[C:6]([Cl:8])[CH:5]=[CH:4][C:3]=1[C:9]1[N:10]=[C:11](/[CH:16]=[CH:17]/[C:18]2[CH:23]=[CH:22][C:21]([C:24]3[CH:29]=[CH:28][C:27]([OH:30])=[CH:26][CH:25]=3)=[CH:20][CH:19]=2)[N:12]([CH2:14][CH3:15])[CH:13]=1.Br[CH2:32][CH2:33][C:34]([OH:36])=[O:35]. No catalyst specified. The product is [Cl:1][C:2]1[CH:7]=[C:6]([Cl:8])[CH:5]=[CH:4][C:3]=1[C:9]1[N:10]=[C:11](/[CH:16]=[CH:17]/[C:18]2[CH:23]=[CH:22][C:21]([C:24]3[CH:25]=[CH:26][C:27]([O:30][CH2:32][CH2:33][C:34]([OH:36])=[O:35])=[CH:28][CH:29]=3)=[CH:20][CH:19]=2)[N:12]([CH2:14][CH3:15])[CH:13]=1. The yield is 0.120. (7) The reactants are [C:1]([C:4]1([C:7]2[CH:41]=[CH:40][CH:39]=[CH:38][C:8]=2[CH2:9][CH2:10][C:11]2[C:16]([C:17]([F:20])([F:19])[F:18])=[CH:15][N:14]=[C:13]([NH:21][C:22]3[CH:27]=[CH:26][C:25]([CH:28]([NH:30]C(=O)OC(C)(C)C)[CH3:29])=[CH:24][CH:23]=3)[N:12]=2)[CH2:6][CH2:5]1)(=[O:3])[NH2:2].FC(F)(F)C(O)=O. The catalyst is C(Cl)Cl. The product is [NH2:30][CH:28]([C:25]1[CH:24]=[CH:23][C:22]([NH:21][C:13]2[N:12]=[C:11]([CH2:10][CH2:9][C:8]3[CH:38]=[CH:39][CH:40]=[CH:41][C:7]=3[C:4]3([C:1]([NH2:2])=[O:3])[CH2:5][CH2:6]3)[C:16]([C:17]([F:19])([F:20])[F:18])=[CH:15][N:14]=2)=[CH:27][CH:26]=1)[CH3:29]. The yield is 0.810. (8) The reactants are Br[C:2]1[CH:3]=[C:4]([N:8]2[C:12]3=[N:13][C:14]([CH3:17])=[N:15][CH:16]=[C:11]3[C:10]([C:18]([O:20][CH2:21][CH3:22])=[O:19])=[N:9]2)[CH:5]=[CH:6][CH:7]=1.[C:23]([C@:25]1([OH:32])[CH2:29][CH2:28][N:27]([CH3:30])[C:26]1=[O:31])#[CH:24]. No catalyst specified. The product is [OH:32][C@@:25]1([C:23]#[C:24][C:2]2[CH:3]=[C:4]([N:8]3[C:12]4=[N:13][C:14]([CH3:17])=[N:15][CH:16]=[C:11]4[C:10]([C:18]([O:20][CH2:21][CH3:22])=[O:19])=[N:9]3)[CH:5]=[CH:6][CH:7]=2)[CH2:29][CH2:28][N:27]([CH3:30])[C:26]1=[O:31]. The yield is 0.770.